From a dataset of Peptide-MHC class I binding affinity with 185,985 pairs from IEDB/IMGT. Regression. Given a peptide amino acid sequence and an MHC pseudo amino acid sequence, predict their binding affinity value. This is MHC class I binding data. The peptide sequence is TPVEHGLVL. The MHC is HLA-A02:06 with pseudo-sequence HLA-A02:06. The binding affinity (normalized) is 0.0847.